From a dataset of Reaction yield outcomes from USPTO patents with 853,638 reactions. Predict the reaction yield, written as a fraction of the theoretical maximum amount of product (1.0 means a 100% yield; for example, 0.34 means a 34% yield). (1) The reactants are [C:1]([C:5]1[CH:10]=[CH:9][C:8]([N+:11]([O-])=O)=[CH:7][C:6]=1[O:14][CH3:15])([CH3:4])([CH3:3])[CH3:2].C([O-])=O.[K+]. The catalyst is CCO.O.[Pd]. The product is [C:1]([C:5]1[CH:10]=[CH:9][C:8]([NH2:11])=[CH:7][C:6]=1[O:14][CH3:15])([CH3:4])([CH3:2])[CH3:3]. The yield is 0.720. (2) The yield is 0.490. The reactants are [Cl:1][C:2]1[C:7]([CH3:8])=[N:6][CH:5]=[CH:4][N:3]=1.[Br:9]N1C(=O)CCC1=O.C(OOC(=O)C1C=CC=CC=1)(=O)C1C=CC=CC=1. The product is [Br:9][CH2:8][C:7]1[C:2]([Cl:1])=[N:3][CH:4]=[CH:5][N:6]=1. The catalyst is C(Cl)(Cl)(Cl)Cl. (3) The reactants are [CH3:1][C:2]1[CH:11]=[CH:10][C:9]2[C:4](=[C:5]([NH:12][C:13](=[O:15])[CH3:14])[CH:6]=[CH:7][CH:8]=2)[N:3]=1. The catalyst is [Pt](=O)=O. The product is [CH3:1][C:2]1[CH:11]=[CH:10][C:9]2[CH2:8][CH2:7][CH2:6][CH:5]([NH:12][C:13](=[O:15])[CH3:14])[C:4]=2[N:3]=1. The yield is 0.660. (4) The catalyst is N1C=CC=CC=1. The yield is 0.560. The reactants are [C:1]([C:3]1[N:8]=[C:7]([C:9]([O:11][C:12]([CH3:15])([CH3:14])[CH3:13])=[O:10])[CH:6]=[CH:5][CH:4]=1)#[N:2].[CH3:16][C:17]1[CH:25]=[CH:24][CH:23]=[C:19]([C:20](O)=[O:21])[C:18]=1[SH:26]. The product is [CH3:16][C:17]1[C:18]2[S:26][C:1]([C:3]3[N:8]=[C:7]([C:9]([O:11][C:12]([CH3:15])([CH3:14])[CH3:13])=[O:10])[CH:6]=[CH:5][CH:4]=3)=[N:2][C:20](=[O:21])[C:19]=2[CH:23]=[CH:24][CH:25]=1. (5) No catalyst specified. The reactants are [C:1]([OH:11])(=O)[CH:2]=[CH:3][C:4]1[CH:9]=[CH:8][CH:7]=[CH:6][CH:5]=1.Cl.[CH3:13][C:14]1[C:18]([CH2:19][N:20]2[CH:24]=[C:23]([NH2:25])[CH:22]=[N:21]2)=[C:17]([CH3:26])[O:16][N:15]=1. The product is [CH3:13][C:14]1[C:18]([CH2:19][N:20]2[CH:24]=[C:23]([NH:25][C:1](=[O:11])[CH:2]=[CH:3][C:4]3[CH:5]=[CH:6][CH:7]=[CH:8][CH:9]=3)[CH:22]=[N:21]2)=[C:17]([CH3:26])[O:16][N:15]=1. The yield is 0.0400. (6) The reactants are [CH2:1]([C:8]1[S:12][C:11]([C:13]2[CH:18]=[C:17]([F:19])[CH:16]=[CH:15][C:14]=2[F:20])=[N:10][C:9]=1[C@H:21]([NH:26][S@@](C(C)(C)C)=O)[C:22]([CH3:25])([CH3:24])[CH3:23])[C:2]1[CH:7]=[CH:6][CH:5]=[CH:4][CH:3]=1.CO.Cl.O1CCOCC1. The catalyst is C1COCC1. The product is [CH2:1]([C:8]1[S:12][C:11]([C:13]2[CH:18]=[C:17]([F:19])[CH:16]=[CH:15][C:14]=2[F:20])=[N:10][C:9]=1[C@H:21]([NH2:26])[C:22]([CH3:24])([CH3:23])[CH3:25])[C:2]1[CH:3]=[CH:4][CH:5]=[CH:6][CH:7]=1. The yield is 0.990. (7) The reactants are [CH3:1][C@H:2]1[CH2:6][CH2:5][CH2:4][N:3]1[C@H:7]1[CH2:11][CH2:10][N:9]([C:12]2[CH:17]=[CH:16][C:15]([N+:18]([O-])=O)=[C:14]([CH3:21])[N:13]=2)[CH2:8]1. The catalyst is CO.[Pd]. The product is [CH3:21][C:14]1[C:15]([NH2:18])=[CH:16][CH:17]=[C:12]([N:9]2[CH2:10][CH2:11][C@H:7]([N:3]3[CH2:4][CH2:5][CH2:6][C@@H:2]3[CH3:1])[CH2:8]2)[N:13]=1. The yield is 0.960. (8) The yield is 0.940. The catalyst is FC(F)(F)C(O)=O. The product is [C:35]([C@H:31]1[CH2:32][CH2:33][CH2:34][N:30]1[C:28](=[O:29])[CH2:27][O:26][C:18]1[CH:17]=[C:16]([CH:21]=[C:20]([C:22]([O:24][CH3:25])=[O:23])[CH:19]=1)[O:15][CH2:14][C:13]([N:9]1[CH2:10][CH2:11][CH2:12][C@@H:8]1[C:6]([OH:7])=[O:5])=[O:42])([OH:37])=[O:36]. The reactants are C([O:5][C:6]([C@H:8]1[CH2:12][CH2:11][CH2:10][N:9]1[C:13](=[O:42])[CH2:14][O:15][C:16]1[CH:21]=[C:20]([C:22]([O:24][CH3:25])=[O:23])[CH:19]=[C:18]([O:26][CH2:27][C:28]([N:30]2[CH2:34][CH2:33][CH2:32][C@@H:31]2[C:35]([O:37]C(C)(C)C)=[O:36])=[O:29])[CH:17]=1)=[O:7])(C)(C)C. (9) The reactants are [N+:1]([C:4]1[CH:5]=[N:6][CH:7]=[CH:8][C:9]=1[CH2:10][C:11]([O:13][CH3:14])=[O:12])([O-:3])=[O:2].[C:15](=O)([O-])[O-].[K+].[K+].C=O. The catalyst is [Cl-].C([N+](CC)(CC)CC)C1C=CC=CC=1. The product is [N+:1]([C:4]1[CH:5]=[N:6][CH:7]=[CH:8][C:9]=1[C:10](=[CH2:15])[C:11]([O:13][CH3:14])=[O:12])([O-:3])=[O:2]. The yield is 0.550.